From a dataset of Reaction yield outcomes from USPTO patents with 853,638 reactions. Predict the reaction yield, written as a fraction of the theoretical maximum amount of product (1.0 means a 100% yield; for example, 0.34 means a 34% yield). The product is [CH:1]1([C:6]([C:8]2[CH:9]=[C:10]([CH2:23][C:24]([N:27]3[CH2:32][CH2:31][O:30][CH2:29][CH2:28]3)=[O:26])[CH:11]=[CH:12][C:13]=2[NH:14][C:15]([NH:17][C:18]2[S:19][CH:20]=[CH:21][N:22]=2)=[O:16])=[O:7])[CH2:2][CH2:3][CH2:4][CH2:5]1. The yield is 0.680. The reactants are [CH:1]1([C:6]([C:8]2[CH:9]=[C:10]([CH2:23][C:24]([OH:26])=O)[CH:11]=[CH:12][C:13]=2[NH:14][C:15]([NH:17][C:18]2[S:19][CH:20]=[CH:21][N:22]=2)=[O:16])=[O:7])[CH2:5][CH2:4][CH2:3][CH2:2]1.[NH:27]1[CH2:32][CH2:31][O:30][CH2:29][CH2:28]1. No catalyst specified.